From a dataset of Reaction yield outcomes from USPTO patents with 853,638 reactions. Predict the reaction yield, written as a fraction of the theoretical maximum amount of product (1.0 means a 100% yield; for example, 0.34 means a 34% yield). (1) The reactants are Br[C:2]1[C:3]([NH2:9])=[N:4][CH:5]=[C:6]([Br:8])[N:7]=1.[CH2:10]1[CH2:14]OC[CH2:11]1. The catalyst is [Cu]I.C1(C=CC=CC=1)[P](C1C=CC=CC=1)(C1C=CC=CC=1)[Pd][P](C1C=CC=CC=1)(C1C=CC=CC=1)C1C=CC=CC=1. The product is [Br:8][C:6]1[N:7]=[C:2]([C:11]#[C:10][CH3:14])[C:3]([NH2:9])=[N:4][CH:5]=1. The yield is 0.840. (2) The reactants are [Cl:1][C:2]1[C:3]([F:42])=[C:4]([C@@H:8]2[C@:12]([C:15]3[CH:20]=[CH:19][C:18]([Cl:21])=[CH:17][C:16]=3[F:22])([C:13]#[N:14])[C@H:11]([CH2:23][C:24]([CH3:27])([CH3:26])[CH3:25])[NH:10][C@H:9]2[C:28]([NH:30][C:31]2[CH:39]=[CH:38][C:34]([C:35]([OH:37])=[O:36])=[CH:33][C:32]=2[O:40][CH3:41])=[O:29])[CH:5]=[CH:6][CH:7]=1.[CH3:43][N:44]([CH3:48])[CH2:45][CH2:46]O.[H-].[Na+]. The catalyst is O1CCCC1. The product is [Cl:1][C:2]1[C:3]([F:42])=[C:4]([C@@H:8]2[C@:12]([C:15]3[CH:20]=[CH:19][C:18]([Cl:21])=[CH:17][C:16]=3[F:22])([C:13]#[N:14])[C@H:11]([CH2:23][C:24]([CH3:26])([CH3:27])[CH3:25])[NH:10][C@H:9]2[C:28]([NH:30][C:31]2[CH:39]=[CH:38][C:34]([C:35]([O:37][CH2:46][CH2:45][N:44]([CH3:48])[CH3:43])=[O:36])=[CH:33][C:32]=2[O:40][CH3:41])=[O:29])[CH:5]=[CH:6][CH:7]=1. The yield is 0.860. (3) The reactants are [Br:1][C:2]1[CH:12]=[CH:11][CH:10]=[CH:9][C:3]=1[O:4][CH2:5][C:6]([OH:8])=O.[CH2:13]([N:20]1[CH2:25][CH2:24][NH:23][C@H:22]([CH2:26][C:27]2[CH:32]=[CH:31][CH:30]=[CH:29][CH:28]=2)[CH2:21]1)[C:14]1[CH:19]=[CH:18][CH:17]=[CH:16][CH:15]=1.CCN=C=NCCCN(C)C.C1C=CC2N(O)N=NC=2C=1. The catalyst is ClCCl.C(OCC)C. The product is [Br:1][C:2]1[CH:12]=[CH:11][CH:10]=[CH:9][C:3]=1[O:4][CH2:5][C:6]([N:23]1[CH2:24][CH2:25][N:20]([CH2:13][C:14]2[CH:19]=[CH:18][CH:17]=[CH:16][CH:15]=2)[CH2:21][C@H:22]1[CH2:26][C:27]1[CH:32]=[CH:31][CH:30]=[CH:29][CH:28]=1)=[O:8]. The yield is 0.870. (4) The reactants are [IH:1].Cl[C:3]1[N:8]=[C:7]([CH3:9])[CH:6]=[C:5]([C:10]2[CH:15]=[CH:14][C:13]([C:16]([F:19])([F:18])[F:17])=[CH:12][CH:11]=2)[N:4]=1. The catalyst is C(Cl)Cl. The product is [I:1][C:3]1[N:8]=[C:7]([CH3:9])[CH:6]=[C:5]([C:10]2[CH:15]=[CH:14][C:13]([C:16]([F:19])([F:18])[F:17])=[CH:12][CH:11]=2)[N:4]=1. The yield is 0.857.